From a dataset of Reaction yield outcomes from USPTO patents with 853,638 reactions. Predict the reaction yield, written as a fraction of the theoretical maximum amount of product (1.0 means a 100% yield; for example, 0.34 means a 34% yield). The reactants are [CH2:1]([O:8][C:9]1[CH:27]=[CH:26][C:12]([NH:13][CH2:14][C:15]2[CH:25]=[CH:24][C:18]3[N:19]=[C:20]([S:22][CH3:23])[S:21][C:17]=3[CH:16]=2)=[C:11]([N+:28]([O-])=O)[CH:10]=1)[C:2]1[CH:7]=[CH:6][CH:5]=[CH:4][CH:3]=1.CC(O)=O.CO. The catalyst is [Zn].C(Cl)Cl. The product is [CH2:1]([O:8][C:9]1[CH:10]=[C:11]([NH2:28])[C:12]([NH:13][CH2:14][C:15]2[CH:25]=[CH:24][C:18]3[N:19]=[C:20]([S:22][CH3:23])[S:21][C:17]=3[CH:16]=2)=[CH:26][CH:27]=1)[C:2]1[CH:3]=[CH:4][CH:5]=[CH:6][CH:7]=1. The yield is 0.950.